This data is from Full USPTO retrosynthesis dataset with 1.9M reactions from patents (1976-2016). The task is: Predict the reactants needed to synthesize the given product. (1) Given the product [F:9][C:10]1[N:11]=[CH:12][C:13]([C:14]([C:1]2[CH:6]=[CH:5][CH:4]=[CH:3][CH:2]=2)=[O:15])=[CH:17][CH:18]=1, predict the reactants needed to synthesize it. The reactants are: [C:1]1([Mg]Cl)[CH:6]=[CH:5][CH:4]=[CH:3][CH:2]=1.[F:9][C:10]1[CH:18]=[CH:17][C:13]([C:14](Cl)=[O:15])=[CH:12][N:11]=1.O. (2) Given the product [CH3:1][O:2][C:3]([C@@H:5]([N:13]1[CH2:21][C:17]2[CH:18]=[CH:19][S:20][C:16]=2[CH2:15][CH2:14]1)[C:6]1[CH:7]=[CH:8][CH:9]=[CH:10][C:11]=1[Cl:12])=[O:4], predict the reactants needed to synthesize it. The reactants are: [CH3:1][O:2][C:3]([C@@H:5]([N:13]1[CH2:21][C:17]2[CH:18]=[CH:19][S:20][C:16]=2[CH2:15][CH2:14]1)[C:6]1[CH:7]=[CH:8][CH:9]=[CH:10][C:11]=1[Cl:12])=[O:4].C12(CS([O-])(=O)=O)C(C)(C)C(CC1)CC2=O. (3) Given the product [CH2:68]([O:67][C:65]1[N:66]=[C:27]([CH:15]2[CH2:14][CH:13]([C:4]3[CH:5]=[CH:6][C:7]([CH2:8][C:9]([F:12])([F:10])[F:11])=[C:2]([F:1])[CH:3]=3)[CH2:18][N:17]([C:19]([N:21]3[CH2:22][CH2:23][S:24][CH2:25][CH2:26]3)=[O:20])[CH2:16]2)[O:28][N:64]=1)[CH3:69], predict the reactants needed to synthesize it. The reactants are: [F:1][C:2]1[CH:3]=[C:4]([CH:13]2[CH2:18][N:17]([C:19]([N:21]3[CH2:26][CH2:25][S:24][CH2:23][CH2:22]3)=[O:20])[CH2:16][CH:15]([C:27](O)=[O:28])[CH2:14]2)[CH:5]=[CH:6][C:7]=1[CH2:8][C:9]([F:12])([F:11])[F:10].CN(C(ON1N=NC2C=CC=NC1=2)=[N+](C)C)C.F[P-](F)(F)(F)(F)F.C(N(CC)C(C)C)(C)C.O[N:64]=[C:65]([O:67][CH2:68][CH3:69])[NH2:66]. (4) Given the product [C:7]1(=[O:13])[C:12]2([CH2:19][CH2:18][CH2:17][CH2:16][CH2:15]2)[CH2:11][CH2:10][CH2:9][CH2:8]1, predict the reactants needed to synthesize it. The reactants are: CC(C)([O-])C.[K+].[C:7]1(=[O:13])[CH2:12][CH2:11][CH2:10][CH2:9][CH2:8]1.Br[CH2:15][CH2:16][CH2:17][CH2:18][CH2:19]Br. (5) The reactants are: C(=O)([O-])[O-].[Na+].[Na+].[C:7]1(C)C=CC=C[CH:8]=1.[C:14]([C:16]1[CH:17]=[C:18](B(O)O)[CH:19]=[CH:20][C:21]=1[C:22]1[CH:23]=[N:24][CH:25]=[CH:26][CH:27]=1)#[N:15].Cl[C:32]1[CH:33]=[C:34]([CH:38]=[CH:39][N:40]=1)[C:35]([OH:37])=[O:36]. Given the product [C:14]([C:16]1[CH:17]=[C:18]([C:32]2[CH:33]=[C:34]([CH:38]=[CH:39][N:40]=2)[C:35]([O:37][CH2:7][CH3:8])=[O:36])[CH:19]=[CH:20][C:21]=1[C:22]1[CH:23]=[N:24][CH:25]=[CH:26][CH:27]=1)#[N:15], predict the reactants needed to synthesize it.